Task: Regression. Given a peptide amino acid sequence and an MHC pseudo amino acid sequence, predict their binding affinity value. This is MHC class I binding data.. Dataset: Peptide-MHC class I binding affinity with 185,985 pairs from IEDB/IMGT The peptide sequence is HINSPFKVI. The MHC is HLA-A02:03 with pseudo-sequence HLA-A02:03. The binding affinity (normalized) is 0.108.